Task: Predict which catalyst facilitates the given reaction.. Dataset: Catalyst prediction with 721,799 reactions and 888 catalyst types from USPTO Reactant: [CH3:1][O:2][C:3]1[CH:4]=[CH:5][C:6]2[CH:10]=[CH:9][S:8][C:7]=2[CH:11]=1.[Li]CCCC.[C:17]([O:21][C:22]([N:24]1[CH2:29][CH2:28][C:27](=[O:30])[CH2:26][CH:25]1[CH3:31])=[O:23])([CH3:20])([CH3:19])[CH3:18]. Product: [C:17]([O:21][C:22]([N:24]1[CH2:29][CH2:28][C:27]([C:9]2[S:8][C:7]3[CH:11]=[C:3]([O:2][CH3:1])[CH:4]=[CH:5][C:6]=3[CH:10]=2)([OH:30])[CH2:26][CH:25]1[CH3:31])=[O:23])([CH3:20])([CH3:18])[CH3:19]. The catalyst class is: 1.